Dataset: Reaction yield outcomes from USPTO patents with 853,638 reactions. Task: Predict the reaction yield, written as a fraction of the theoretical maximum amount of product (1.0 means a 100% yield; for example, 0.34 means a 34% yield). The reactants are [Br:1][C:2](C)([CH3:6])[C:3](Br)=[O:4].Cl.[CH2:9]([O:16][NH2:17])[C:10]1[CH:15]=[CH:14][CH:13]=[CH:12][CH:11]=1. The catalyst is CCOC(C)=O. The product is [Br:1][CH:2]([CH3:6])[C:3]([NH:17][O:16][CH2:9][C:10]1[CH:15]=[CH:14][CH:13]=[CH:12][CH:11]=1)=[O:4]. The yield is 0.530.